This data is from In vitro SARS-CoV-2 activity screen of 1,480 approved drugs from Prestwick library. The task is: Binary Classification. Given a drug SMILES string, predict its activity (active/inactive) in a high-throughput screening assay against a specified biological target. (1) The result is 0 (inactive). The molecule is CO[C@H]1/C=C/O[C@@]2(C)Oc3c(C)c(O)c4c(O)c(c5c(nc6cc(C)ccn65)c4c3C2=O)NC(=O)/C(C)=C\C=C\[C@H](C)[C@H](O)[C@@H](C)[C@@H](O)[C@@H](C)[C@H](OC(C)=O)[C@@H]1C. (2) The molecule is CN(C)CCC[C@@]1(c2ccc(F)cc2)OCc2cc(C#N)ccc21.O=C(O)C(=O)O. The result is 0 (inactive). (3) The molecule is COc1cccc2c1C(=O)c1c(O)c3c(c(O)c1C2=O)C[C@@](O)(C(C)=O)C[C@@H]3O[C@H]1C[C@H](N)[C@H](O)[C@H](C)O1.Cl. The result is 0 (inactive). (4) The molecule is Cn1c(=O)c2[nH]cnc2n(C)c1=O.Cn1c(=O)c2[nH]cnc2n(C)c1=O.NCCN. The result is 0 (inactive). (5) The molecule is CCN(CC)CCc1nc(-c2ccccc2)no1.O=C(O)CC(O)(CC(=O)O)C(=O)O. The result is 0 (inactive). (6) The compound is CC1=C(C(=O)O)N2C(=O)[C@@H](NC(=O)[C@H](N)c3ccc(O)cc3)[C@H]2SC1. The result is 0 (inactive). (7) The molecule is CC(=O)Oc1ccc(C(=C2CCCCC2)c2ccc(OC(C)=O)cc2)cc1. The result is 1 (active).